Dataset: Forward reaction prediction with 1.9M reactions from USPTO patents (1976-2016). Task: Predict the product of the given reaction. (1) Given the reactants [OH:1][N:2]=[CH:3][C:4]1[CH:9]=[CH:8][C:7]([CH3:10])=[CH:6][CH:5]=1.Cl[O-].[Na+].[CH3:14][C:15]1[S:16][C:17]2[CH:23]=[CH:22][C:21]([O:24][CH2:25][CH:26]([OH:37])[CH2:27][N:28]3[CH2:33][CH2:32][N:31]([CH2:34][CH:35]=[CH2:36])[CH2:30][CH2:29]3)=[CH:20][C:18]=2[N:19]=1.C(N(CC)CC)C, predict the reaction product. The product is: [CH3:14][C:15]1[S:16][C:17]2[CH:23]=[CH:22][C:21]([O:24][CH2:25][C@H:26]([OH:37])[CH2:27][N:28]3[CH2:33][CH2:32][N:31]([CH2:34][CH:35]4[O:1][N:2]=[C:3]([C:4]5[CH:9]=[CH:8][C:7]([CH3:10])=[CH:6][CH:5]=5)[CH2:36]4)[CH2:30][CH2:29]3)=[CH:20][C:18]=2[N:19]=1. (2) Given the reactants [N:1]([C@@H:4]([C@@H:19]([C:27]1[CH:32]=[CH:31][C:30]([Cl:33])=[CH:29][CH:28]=1)[C:20]1[CH:25]=[CH:24][CH:23]=[C:22]([F:26])[CH:21]=1)[C:5](N1[C@@H](C2C=CC=CC=2)COC1=O)=[O:6])=[N+:2]=[N-:3].[OH:34]O.[OH-].[Li+], predict the reaction product. The product is: [N:1]([C@@H:4]([C@@H:19]([C:27]1[CH:28]=[CH:29][C:30]([Cl:33])=[CH:31][CH:32]=1)[C:20]1[CH:25]=[CH:24][CH:23]=[C:22]([F:26])[CH:21]=1)[C:5]([OH:6])=[O:34])=[N+:2]=[N-:3]. (3) Given the reactants [NH2:1][C:2]1[C:7]2[CH:8]=[CH:9][N:10]([C:11]([C:13]3[C:18]([Cl:19])=[CH:17][CH:16]=[CH:15][C:14]=3[Cl:20])=[O:12])[C:6]=2[CH:5]=[CH:4][N:3]=1.C(N(CC)CC)C.Cl[C:29]([O:31][CH3:32])=[O:30].O, predict the reaction product. The product is: [Cl:20][C:14]1[CH:15]=[CH:16][CH:17]=[C:18]([Cl:19])[C:13]=1[C:11]([N:10]1[C:6]2[CH:5]=[CH:4][N:3]=[C:2]([NH:1][C:29](=[O:30])[O:31][CH3:32])[C:7]=2[CH:8]=[CH:9]1)=[O:12]. (4) Given the reactants N(C(OC(C)C)=O)=NC(OC(C)C)=O.C1(P(C2C=CC=CC=2)C2C=CC=CC=2)C=CC=CC=1.O[CH2:35][CH2:36][NH:37][C:38](=[O:44])[O:39][C:40]([CH3:43])([CH3:42])[CH3:41].[SH:45][C:46]1[CH:55]=[CH:54][C:49]([C:50]([O:52][CH3:53])=[O:51])=[CH:48][CH:47]=1, predict the reaction product. The product is: [CH3:41][C:40]([O:39][C:38]([NH:37][CH2:36][CH2:35][S:45][C:46]1[CH:47]=[CH:48][C:49]([C:50]([O:52][CH3:53])=[O:51])=[CH:54][CH:55]=1)=[O:44])([CH3:43])[CH3:42]. (5) The product is: [CH3:1][O:2][C:3]1[C:4]([CH2:5][NH:6][C:19](=[O:20])[O:18][C:15]([CH3:17])([CH3:16])[CH3:14])=[C:7]([O:12][CH3:13])[CH:8]=[C:9]([CH3:11])[N:10]=1. Given the reactants [CH3:1][O:2][C:3]1[N:10]=[C:9]([CH3:11])[CH:8]=[C:7]([O:12][CH3:13])[C:4]=1[C:5]#[N:6].[CH3:14][C:15]([O:18][C:19](O[C:19]([O:18][C:15]([CH3:17])([CH3:16])[CH3:14])=[O:20])=[O:20])([CH3:17])[CH3:16], predict the reaction product. (6) Given the reactants [Cl:1][C:2]1[CH:3]=[C:4]2[O:8][C:7]([C:9]3[N:10]=[C:11]4[N:15]([CH:16]=3)[N:14]=[C:13]([O:17][CH3:18])[S:12]4)=[CH:6][C:5]2=[C:19]([OH:21])[CH:20]=1.[CH3:22][O:23][C:24]1[N:29]=[CH:28][C:27]([C:30]2[CH:31]=[C:32]([CH2:36]O)[CH:33]=[CH:34][CH:35]=2)=[CH:26][N:25]=1.C(P(CCCC)CCCC)CCC.C1CCN(C(N=NC(N2CCCCC2)=O)=O)CC1, predict the reaction product. The product is: [Cl:1][C:2]1[CH:20]=[C:19]([O:21][CH2:36][C:32]2[CH:33]=[CH:34][CH:35]=[C:30]([C:27]3[CH:28]=[N:29][C:24]([O:23][CH3:22])=[N:25][CH:26]=3)[CH:31]=2)[C:5]2[CH:6]=[C:7]([C:9]3[N:10]=[C:11]4[N:15]([CH:16]=3)[N:14]=[C:13]([O:17][CH3:18])[S:12]4)[O:8][C:4]=2[CH:3]=1. (7) The product is: [NH:15]1[CH2:20][CH2:19][NH:18][CH2:17][CH2:16]1.[CH:37]([C:38]1[CH:7]=[CH:6][N:3]=[N:35][C:39]=1[C:8]([O-:10])=[O:9])([CH3:36])[CH3:48]. Given the reactants CC[N:3]([CH2:6][CH3:7])CC.[C:8]([N:15]1[CH2:20][CH2:19][NH:18][CH2:17][C@@H:16]1C(C)C)([O:10]C(C)(C)C)=[O:9].[CH2:38]1[CH2:39][N:35]([P+](Br)([N:35]2[CH2:39][CH2:38][CH2:37][CH2:36]2)[N:35]2[CH2:39][CH2:38][CH2:37][CH2:36]2)[CH2:36][CH2:37]1.F[P-](F)(F)(F)(F)F.[CH2:48](Cl)Cl, predict the reaction product. (8) The product is: [Cl:20][C:21]1[N:22]=[C:23]([C:28]([NH:1][CH:2]2[CH2:5][N:4]([C:6]3[S:7][C:8]4[CH:14]=[C:13]([C:15]([O:17][CH2:18][CH3:19])=[O:16])[CH:12]=[CH:11][C:9]=4[N:10]=3)[CH2:3]2)=[O:29])[NH:24][C:25]=1[CH2:26][CH3:27]. Given the reactants [NH2:1][CH:2]1[CH2:5][N:4]([C:6]2[S:7][C:8]3[CH:14]=[C:13]([C:15]([O:17][CH2:18][CH3:19])=[O:16])[CH:12]=[CH:11][C:9]=3[N:10]=2)[CH2:3]1.[Cl:20][C:21]1[N:22]=[C:23]([C:28](O)=[O:29])[NH:24][C:25]=1[CH2:26][CH3:27].CCN=C=NCCCN(C)C.Cl.ON1C2C=CC=CC=2N=N1.CN1CCOCC1, predict the reaction product. (9) Given the reactants [CH3:1][C:2]1[O:6][N:5]=[C:4]([C:7]2[CH:12]=[CH:11][CH:10]=[CH:9][CH:8]=2)[C:3]=1[CH2:13][OH:14].[CH2:15]([O:17][C:18]([C:20]1[CH:25]=[CH:24][C:23](O)=[CH:22][N:21]=1)=[O:19])[CH3:16].C1(P(C2C=CC=CC=2)C2C=CC=CC=2)C=CC=CC=1.N(C(OCC)=O)=NC(OCC)=O, predict the reaction product. The product is: [CH2:15]([O:17][C:18]([C:20]1[CH:25]=[CH:24][C:23]([O:14][CH2:13][C:3]2[C:4]([C:7]3[CH:12]=[CH:11][CH:10]=[CH:9][CH:8]=3)=[N:5][O:6][C:2]=2[CH3:1])=[CH:22][N:21]=1)=[O:19])[CH3:16]. (10) Given the reactants [Cl:1][C:2]1[CH:7]=[CH:6][CH:5]=[C:4]([NH:8][NH2:9])[N:3]=1.C(N(CC)CC)C.C(O[CH:20]=[C:21]([C:27](=O)[C:28]([F:31])([F:30])[F:29])[C:22]([O:24][CH2:25][CH3:26])=[O:23])C, predict the reaction product. The product is: [CH2:25]([O:24][C:22]([C:21]1[CH:20]=[N:9][N:8]([C:4]2[CH:5]=[CH:6][CH:7]=[C:2]([Cl:1])[N:3]=2)[C:27]=1[C:28]([F:29])([F:30])[F:31])=[O:23])[CH3:26].